This data is from Forward reaction prediction with 1.9M reactions from USPTO patents (1976-2016). The task is: Predict the product of the given reaction. (1) Given the reactants [CH3:16][C:11]1([CH3:17])[C:12]([CH3:15])([CH3:14])[O:13][B:9]([B:9]2[O:13][C:12]([CH3:15])([CH3:14])[C:11]([CH3:17])([CH3:16])[O:10]2)[O:10]1.Br[C:20]1[CH:21]=[CH:22][C:23](=[O:27])[N:24]([CH3:26])[CH:25]=1.C([O-])(=O)C.[K+], predict the reaction product. The product is: [CH3:26][N:24]1[CH:25]=[C:20]([B:9]2[O:10][C:11]([CH3:16])([CH3:17])[C:12]([CH3:14])([CH3:15])[O:13]2)[CH:21]=[CH:22][C:23]1=[O:27]. (2) Given the reactants [CH3:1][C:2]([S:5]([C:8]1[CH:13]=[CH:12][C:11]([N:14]2[NH:23][C:22](=O)[C:21]3[C:16](=[CH:17][CH:18]=[CH:19][CH:20]=3)[C:15]2=[O:25])=[CH:10][CH:9]=1)(=[O:7])=[O:6])([CH3:4])[CH3:3].P(Br)(Br)([Br:28])=O, predict the reaction product. The product is: [Br:28][C:22]1[C:21]2[C:16](=[CH:17][CH:18]=[CH:19][CH:20]=2)[C:15](=[O:25])[N:14]([C:11]2[CH:12]=[CH:13][C:8]([S:5]([C:2]([CH3:4])([CH3:3])[CH3:1])(=[O:7])=[O:6])=[CH:9][CH:10]=2)[N:23]=1. (3) Given the reactants [C:1]([O:5][C:6]([N:8]1[CH2:11][CH:10]([N:12]2[CH:16]=[C:15]([C:17](O)=[O:18])[C:14]([C:20]3[CH:25]=[CH:24][C:23]([O:26][C:27]4[CH:32]=[CH:31][CH:30]=[CH:29][CH:28]=4)=[CH:22][CH:21]=3)=[N:13]2)[CH2:9]1)=[O:7])([CH3:4])([CH3:3])[CH3:2].[NH4+].[Cl-].C[N:36](C(ON1N=NC2C=CC=NC1=2)=[N+](C)C)C.F[P-](F)(F)(F)(F)F.CCN(C(C)C)C(C)C, predict the reaction product. The product is: [C:1]([O:5][C:6]([N:8]1[CH2:11][CH:10]([N:12]2[CH:16]=[C:15]([C:17](=[O:18])[NH2:36])[C:14]([C:20]3[CH:25]=[CH:24][C:23]([O:26][C:27]4[CH:32]=[CH:31][CH:30]=[CH:29][CH:28]=4)=[CH:22][CH:21]=3)=[N:13]2)[CH2:9]1)=[O:7])([CH3:2])([CH3:3])[CH3:4]. (4) Given the reactants [F:1][C:2]1[CH:7]=[C:6]([N+:8]([O-])=O)[CH:5]=[CH:4][C:3]=1[N:11]1[CH:15]=[N:14][C:13]([CH3:16])=[N:12]1.C([O-])(O)=O.[Na+], predict the reaction product. The product is: [F:1][C:2]1[CH:7]=[C:6]([NH2:8])[CH:5]=[CH:4][C:3]=1[N:11]1[CH:15]=[N:14][C:13]([CH3:16])=[N:12]1. (5) The product is: [F:1][C:2]1[CH:7]=[C:6]([CH:5]=[CH:4][N:3]=1)[C:8]([N:14]([O:13][CH3:12])[CH3:15])=[O:10]. Given the reactants [F:1][C:2]1[CH:7]=[C:6]([C:8]([OH:10])=O)[CH:5]=[CH:4][N:3]=1.Cl.[CH3:12][O:13][NH:14][CH3:15].CN(C(ON1N=NC2C=CC=NC1=2)=[N+](C)C)C.F[P-](F)(F)(F)(F)F.CCN(C(C)C)C(C)C, predict the reaction product. (6) Given the reactants [CH2:1]([O:3][C:4]1[CH:12]=[C:11]([C:13]([F:16])([F:15])[F:14])[CH:10]=[CH:9][C:5]=1[C:6]([OH:8])=O)[CH3:2].[CH3:17][NH:18][O:19][CH3:20].CN1CCOCC1, predict the reaction product. The product is: [CH3:20][O:19][N:18]([CH3:17])[C:6](=[O:8])[C:5]1[CH:9]=[CH:10][C:11]([C:13]([F:16])([F:15])[F:14])=[CH:12][C:4]=1[O:3][CH2:1][CH3:2]. (7) The product is: [P:28]([OH:32])([OH:31])([OH:30])=[O:29].[N:1]1[CH:6]=[CH:5][CH:4]=[CH:3][C:2]=1[O:7][CH2:8][C:9]1[CH:27]=[CH:26][C:12]([CH2:13][C:14]2[CH:18]=[C:17]([C:19]3[C:20]([NH2:25])=[N:21][CH:22]=[CH:23][CH:24]=3)[O:16][N:15]=2)=[CH:11][CH:10]=1. Given the reactants [N:1]1[CH:6]=[CH:5][CH:4]=[CH:3][C:2]=1[O:7][CH2:8][C:9]1[CH:27]=[CH:26][C:12]([CH2:13][C:14]2[CH:18]=[C:17]([C:19]3[C:20]([NH2:25])=[N:21][CH:22]=[CH:23][CH:24]=3)[O:16][N:15]=2)=[CH:11][CH:10]=1.[P:28](=[O:32])([OH:31])([OH:30])[OH:29], predict the reaction product. (8) Given the reactants [Cl:1][C:2]1[C:3]([CH2:8][NH:9][C:10]([C@H:12]2[CH2:32][N:16]3[C:17](=[O:31])[CH2:18][N:19]([C:21]([O:23][CH2:24][C:25]4[CH:30]=[CH:29][CH:28]=[CH:27][CH:26]=4)=[O:22])[CH2:20][C@H:15]3[CH2:14][CH2:13]2)=O)=[N:4][CH:5]=[CH:6][N:7]=1.CN(C=O)C.N1C=CC=CC=1.O=P(Cl)(Cl)Cl.C(=O)(O)[O-].[Na+], predict the reaction product. The product is: [CH2:24]([O:23][C:21]([N:19]1[CH2:18][C:17](=[O:31])[N:16]2[CH2:32][C@H:12]([C:10]3[N:4]4[CH:5]=[CH:6][N:7]=[C:2]([Cl:1])[C:3]4=[CH:8][N:9]=3)[CH2:13][CH2:14][C@@H:15]2[CH2:20]1)=[O:22])[C:25]1[CH:30]=[CH:29][CH:28]=[CH:27][CH:26]=1.